Dataset: NCI-60 drug combinations with 297,098 pairs across 59 cell lines. Task: Regression. Given two drug SMILES strings and cell line genomic features, predict the synergy score measuring deviation from expected non-interaction effect. (1) Drug 1: C1=C(C(=O)NC(=O)N1)F. Drug 2: C1C(C(OC1N2C=NC3=C2NC=NCC3O)CO)O. Cell line: NCIH23. Synergy scores: CSS=34.8, Synergy_ZIP=-10.7, Synergy_Bliss=-13.9, Synergy_Loewe=-17.0, Synergy_HSA=-13.2. (2) Drug 1: C1=C(C(=O)NC(=O)N1)N(CCCl)CCCl. Drug 2: CC1=C2C(C(=O)C3(C(CC4C(C3C(C(C2(C)C)(CC1OC(=O)C(C(C5=CC=CC=C5)NC(=O)C6=CC=CC=C6)O)O)OC(=O)C7=CC=CC=C7)(CO4)OC(=O)C)O)C)OC(=O)C. Cell line: NCI/ADR-RES. Synergy scores: CSS=10.7, Synergy_ZIP=-6.46, Synergy_Bliss=-3.75, Synergy_Loewe=-6.22, Synergy_HSA=-6.04. (3) Drug 1: C1=NC2=C(N1)C(=S)N=C(N2)N. Drug 2: CC1=CC=C(C=C1)C2=CC(=NN2C3=CC=C(C=C3)S(=O)(=O)N)C(F)(F)F. Cell line: SK-MEL-28. Synergy scores: CSS=2.23, Synergy_ZIP=-2.93, Synergy_Bliss=-2.16, Synergy_Loewe=-13.0, Synergy_HSA=-4.80. (4) Synergy scores: CSS=2.47, Synergy_ZIP=-1.58, Synergy_Bliss=-0.113, Synergy_Loewe=-1.02, Synergy_HSA=-0.379. Drug 2: CS(=O)(=O)OCCCCOS(=O)(=O)C. Cell line: 786-0. Drug 1: CCC(=C(C1=CC=CC=C1)C2=CC=C(C=C2)OCCN(C)C)C3=CC=CC=C3.C(C(=O)O)C(CC(=O)O)(C(=O)O)O. (5) Drug 1: CC1=C(C(=O)C2=C(C1=O)N3CC4C(C3(C2COC(=O)N)OC)N4)N. Drug 2: C(CN)CNCCSP(=O)(O)O. Cell line: A498. Synergy scores: CSS=23.3, Synergy_ZIP=-7.64, Synergy_Bliss=-5.43, Synergy_Loewe=-25.6, Synergy_HSA=-9.02. (6) Drug 1: CC(C)NC(=O)C1=CC=C(C=C1)CNNC.Cl. Drug 2: CC12CCC3C(C1CCC2OP(=O)(O)O)CCC4=C3C=CC(=C4)OC(=O)N(CCCl)CCCl.[Na+]. Cell line: NCI-H322M. Synergy scores: CSS=13.4, Synergy_ZIP=-3.19, Synergy_Bliss=-0.00854, Synergy_Loewe=-0.193, Synergy_HSA=-0.164. (7) Drug 1: CC1=C2C(C(=O)C3(C(CC4C(C3C(C(C2(C)C)(CC1OC(=O)C(C(C5=CC=CC=C5)NC(=O)OC(C)(C)C)O)O)OC(=O)C6=CC=CC=C6)(CO4)OC(=O)C)OC)C)OC. Drug 2: C1=CC=C(C(=C1)C(C2=CC=C(C=C2)Cl)C(Cl)Cl)Cl. Cell line: NCI/ADR-RES. Synergy scores: CSS=6.02, Synergy_ZIP=-1.41, Synergy_Bliss=5.12, Synergy_Loewe=-1.29, Synergy_HSA=4.31.